From a dataset of Full USPTO retrosynthesis dataset with 1.9M reactions from patents (1976-2016). Predict the reactants needed to synthesize the given product. (1) Given the product [Cl:1][C:2]1[C:7]([C:8]2[CH:13]=[CH:12][C:11]([S:14]([NH:17][C:32](=[O:34])[CH3:33])(=[O:16])=[O:15])=[CH:10][CH:9]=2)=[C:6]([C:18]2[CH:19]=[CH:20][C:21]([S:24]([CH3:27])(=[O:26])=[O:25])=[CH:22][CH:23]=2)[N:5]=[C:4]([C:28]([F:31])([F:29])[F:30])[N:3]=1, predict the reactants needed to synthesize it. The reactants are: [Cl:1][C:2]1[C:7]([C:8]2[CH:13]=[CH:12][C:11]([S:14]([NH2:17])(=[O:16])=[O:15])=[CH:10][CH:9]=2)=[C:6]([C:18]2[CH:23]=[CH:22][C:21]([S:24]([CH3:27])(=[O:26])=[O:25])=[CH:20][CH:19]=2)[N:5]=[C:4]([C:28]([F:31])([F:30])[F:29])[N:3]=1.[C:32](Cl)(=[O:34])[CH3:33]. (2) Given the product [N:24]1([C:34]([NH2:42])=[O:41])[CH2:19][CH2:20][CH2:21][CH2:22][CH2:23]1, predict the reactants needed to synthesize it. The reactants are: CCN(C(C)C)C(C)C.CN(C(ON1N=N[C:20]2[CH:21]=[CH:22][CH:23]=[N:24][C:19]1=2)=[N+](C)C)C.F[P-](F)(F)(F)(F)F.[C:34]([N:42]1CCCCC1)(=[O:41])C1C=CC=CC=1.C(Cl)Cl. (3) Given the product [Br:1][C:11]1[C:6]([CH2:5][CH2:4][OH:3])=[CH:7][C:8]([O:12][CH3:13])=[N:9][CH:10]=1, predict the reactants needed to synthesize it. The reactants are: [Br:1]Br.[OH:3][CH2:4][CH2:5][C:6]1[CH:11]=[CH:10][N:9]=[C:8]([O:12][CH3:13])[CH:7]=1.[OH-].[Na+]. (4) Given the product [F:25][C:22]1[CH:23]=[CH:24][C:19]([C:18]([NH:17][C:11]2[CH:10]=[C:9]3[C:14]([C:15]([OH:16])=[C:6]([C:4]([NH:27][CH2:28][CH2:29][C:30]([OH:32])=[O:31])=[O:5])[N:7]=[CH:8]3)=[CH:13][CH:12]=2)=[O:26])=[CH:20][CH:21]=1, predict the reactants needed to synthesize it. The reactants are: C(O[C:4]([C:6]1[N:7]=[CH:8][C:9]2[C:14]([C:15]=1[OH:16])=[CH:13][CH:12]=[C:11]([NH:17][C:18](=[O:26])[C:19]1[CH:24]=[CH:23][C:22]([F:25])=[CH:21][CH:20]=1)[CH:10]=2)=[O:5])C.[NH2:27][CH2:28][CH2:29][C:30]([OH:32])=[O:31]. (5) Given the product [Cl:1][C:2]1[C:37]([C:38]([F:39])([F:40])[F:41])=[CH:36][CH:35]=[CH:34][C:3]=1[CH2:4][N:5]([CH2:20][CH:21]([C:22]1[CH:23]=[CH:24][CH:25]=[CH:26][CH:27]=1)[C:28]1[CH:33]=[CH:32][CH:31]=[CH:30][CH:29]=1)[CH2:6][CH2:7][CH2:8][O:9][C:10]1[C:11]([CH3:19])=[C:12]([NH2:16])[CH:13]=[CH:14][CH:15]=1, predict the reactants needed to synthesize it. The reactants are: [Cl:1][C:2]1[C:37]([C:38]([F:41])([F:40])[F:39])=[CH:36][CH:35]=[CH:34][C:3]=1[CH2:4][N:5]([CH2:20][CH:21]([C:28]1[CH:33]=[CH:32][CH:31]=[CH:30][CH:29]=1)[C:22]1[CH:27]=[CH:26][CH:25]=[CH:24][CH:23]=1)[CH2:6][CH2:7][CH2:8][O:9][C:10]1[CH:15]=[CH:14][CH:13]=[C:12]([N+:16]([O-])=O)[C:11]=1[CH3:19].C(Cl)(Cl)Cl. (6) Given the product [CH:1]1([NH:7][C:8]([C:10]2([CH2:17][OH:18])[CH2:15][CH2:14][CH2:13][NH:12][C:11]2=[O:16])=[O:9])[CH2:2][CH2:3][CH2:4][CH2:5][CH2:6]1, predict the reactants needed to synthesize it. The reactants are: [CH:1]1([NH:7][C:8]([CH:10]2[CH2:15][CH2:14][CH2:13][NH:12][C:11]2=[O:16])=[O:9])[CH2:6][CH2:5][CH2:4][CH2:3][CH2:2]1.[CH2:17]=[O:18]. (7) Given the product [NH2:14][C:13]1[C:8]([NH:7][CH2:6][CH:2]2[O:3][CH2:4][CH2:5][O:1]2)=[N:9][C:10]([O:17][CH3:18])=[CH:11][CH:12]=1, predict the reactants needed to synthesize it. The reactants are: [O:1]1[CH2:5][CH2:4][O:3][CH:2]1[CH2:6][NH:7][C:8]1[C:13]([N+:14]([O-])=O)=[CH:12][CH:11]=[C:10]([O:17][CH3:18])[N:9]=1.